This data is from Full USPTO retrosynthesis dataset with 1.9M reactions from patents (1976-2016). The task is: Predict the reactants needed to synthesize the given product. Given the product [Cl:19][C:20]1[CH:25]=[CH:24][CH:23]=[CH:22][C:21]=1[S:26]([NH:29][C:8]1[C:17]([Cl:18])=[N:16][C:15]2[C:10](=[CH:11][CH:12]=[CH:13][CH:14]=2)[N:9]=1)(=[O:28])=[O:27], predict the reactants needed to synthesize it. The reactants are: C(=O)([O-])[O-].[K+].[K+].Cl[C:8]1[C:17]([Cl:18])=[N:16][C:15]2[C:10](=[CH:11][CH:12]=[CH:13][CH:14]=2)[N:9]=1.[Cl:19][C:20]1[CH:25]=[CH:24][CH:23]=[CH:22][C:21]=1[S:26]([NH2:29])(=[O:28])=[O:27].Cl.